From a dataset of CYP2C19 inhibition data for predicting drug metabolism from PubChem BioAssay. Regression/Classification. Given a drug SMILES string, predict its absorption, distribution, metabolism, or excretion properties. Task type varies by dataset: regression for continuous measurements (e.g., permeability, clearance, half-life) or binary classification for categorical outcomes (e.g., BBB penetration, CYP inhibition). Dataset: cyp2c19_veith. (1) The compound is CC(=O)O[C@]1(C)N=NC2(CCCCC2)O1. The result is 0 (non-inhibitor). (2) The compound is CN(C)C[C@H]1CCC2=C(C1=O)C(c1ccc(Cl)c(Cl)c1)C1=C(CC[C@H](CN(C)C)C1=O)O2. The result is 0 (non-inhibitor). (3) The molecule is COc1ccc(-c2nc3cnc(Nc4cccc(OC)c4)nc3n(C3CC3)c2=O)cc1. The result is 0 (non-inhibitor). (4) The compound is O=C(c1cnccn1)N1CCC2(CCCN(c3ccccc3)C2)CC1. The result is 1 (inhibitor). (5) The compound is O=C(c1csnn1)N1CCC2(CCCN(c3cccc(-c4ccccc4)c3)C2)CC1. The result is 1 (inhibitor). (6) The molecule is O=C(NCCCN1CCCCCC1)C1CC(=O)N(C2CCCC2)C1. The result is 0 (non-inhibitor). (7) The compound is COc1ccc(COC(=O)N/N=C2/C[C@@H](O)[C@@H](O)[C@H]3[C@@H]2CC[C@@H]2C(=O)N(C4CCCCC4)C(=O)[C@H]23)cc1. The result is 0 (non-inhibitor).